From a dataset of Reaction yield outcomes from USPTO patents with 853,638 reactions. Predict the reaction yield, written as a fraction of the theoretical maximum amount of product (1.0 means a 100% yield; for example, 0.34 means a 34% yield). (1) The reactants are [CH:1]([O:5][CH2:6][CH2:7][C@H:8]([NH:30][C:31]([O:33][C:34]([CH3:37])([CH3:36])[CH3:35])=[O:32])[C:9]([N:11]1[CH2:15][C@H:14]([OH:16])[CH2:13][C@H:12]1[C:17]([NH:19][C@:20]1([C:25]([O:27][CH2:28][CH3:29])=[O:26])[CH2:22][C@H:21]1[CH:23]=[CH2:24])=[O:18])=[O:10])=[CH:2][CH2:3][CH3:4].[C:38]([N:45]1[CH:49]=[CH:48]N=[CH:46]1)(N1C=CN=C1)=[O:39].C(N(C(C)C)C(C)C)C.Cl.[Cl:60][C:61]1C=[CH:68][CH:67]=[C:66]2[C:62]=1CNC2. The yield is 0.660. The catalyst is C1COCC1. The product is [Cl:60][C:61]1[CH:62]=[CH:66][CH:67]=[C:68]2[C:48]=1[CH2:49][N:45]([C:38]([O:16][C@@H:14]1[CH2:13][C@@H:12]([C:17](=[O:18])[NH:19][C@:20]3([C:25]([O:27][CH2:28][CH3:29])=[O:26])[CH2:22][C@H:21]3[CH:23]=[CH2:24])[N:11]([C:9](=[O:10])[C@@H:8]([NH:30][C:31]([O:33][C:34]([CH3:35])([CH3:36])[CH3:37])=[O:32])[CH2:7][CH2:6][O:5][CH2:1][CH2:2][CH:3]=[CH2:4])[CH2:15]1)=[O:39])[CH2:46]2. (2) The reactants are Cl.[NH2:2][CH2:3][CH2:4][CH2:5][NH:6][S:7]([CH3:10])(=[O:9])=[O:8].[NH2:11][C:12]1[C:13]([C:17](Cl)=[N:18][OH:19])=[N:14][O:15][N:16]=1. No catalyst specified. The product is [NH2:11][C:12]1[C:13]([C:17](=[N:18][OH:19])[NH:2][CH2:3][CH2:4][CH2:5][NH:6][S:7]([CH3:10])(=[O:9])=[O:8])=[N:14][O:15][N:16]=1. The yield is 0.190. (3) The reactants are O=[C:2]1[C:11]2[C:10]([C:12]([O:14]C)=O)=[CH:9][CH:8]=[CH:7][C:6]=2[NH:5][CH:4]([C:16]2[CH:21]=[CH:20][CH:19]=[CH:18][N:17]=2)[CH:3]1[C:22]1[CH:27]=[CH:26][CH:25]=[CH:24][CH:23]=1.O.[NH2:29][NH2:30]. No catalyst specified. The product is [C:22]1([CH:3]2[C:2]3=[N:29][NH:30][C:12](=[O:14])[C:10]4[CH:9]=[CH:8][CH:7]=[C:6]([C:11]=43)[NH:5][CH:4]2[C:16]2[CH:21]=[CH:20][CH:19]=[CH:18][N:17]=2)[CH:23]=[CH:24][CH:25]=[CH:26][CH:27]=1. The yield is 0.370. (4) The reactants are Br[C:2]1[CH:7]=[CH:6][C:5]([F:8])=[CH:4][CH:3]=1.[CH3:9][C@@H:10]1[CH2:15][NH:14][CH2:13][CH2:12][NH:11]1.CC(C)([O-])C.[Na+]. The catalyst is C1(C)C=CC=CC=1.CC([O-])=O.CC([O-])=O.[Pd+2].C1C=CC(P(C2C(C3C(P(C4C=CC=CC=4)C4C=CC=CC=4)=CC=C4C=3C=CC=C4)=C3C(C=CC=C3)=CC=2)C2C=CC=CC=2)=CC=1. The product is [F:8][C:5]1[CH:6]=[CH:7][C:2]([N:14]2[CH2:13][CH2:12][NH:11][C@H:10]([CH3:9])[CH2:15]2)=[CH:3][CH:4]=1. The yield is 0.460.